From a dataset of Catalyst prediction with 721,799 reactions and 888 catalyst types from USPTO. Predict which catalyst facilitates the given reaction. (1) Reactant: O[C:2]1[C:11]2[C:6](=[CH:7][CH:8]=[N:9][CH:10]=2)[N:5]([C:12]2[CH:17]=[CH:16][CH:15]=[CH:14][CH:13]=2)C(=O)[C:3]=1[C:19](=O)[CH2:20][C:21]1[CH:26]=[CH:25][CH:24]=[CH:23][CH:22]=1.O.[NH2:29][NH2:30].[C:31](=[O:34])([O-])O.[Na+]. Product: [CH2:20]([C:19]1[C:3]2[C:31](=[O:34])[N:5]([C:12]3[CH:17]=[CH:16][CH:15]=[CH:14][CH:13]=3)[C:6]3[CH:7]=[CH:8][N:9]=[CH:10][C:11]=3[C:2]=2[NH:30][N:29]=1)[C:21]1[CH:26]=[CH:25][CH:24]=[CH:23][CH:22]=1. The catalyst class is: 3. (2) Reactant: [C:1]([O:5][C:6](=[O:22])[NH:7][C@H:8]1[CH2:13][C@@H:12]([C:14]2[CH:19]=[CH:18][CH:17]=[CH:16][CH:15]=2)[C@@H:11]([CH3:20])[NH:10][C:9]1=S)([CH3:4])([CH3:3])[CH3:2].O.[NH2:24][NH2:25]. Product: [C:1]([O:5][C:6](=[O:22])[NH:7][C@H:8]1[CH2:13][C@@H:12]([C:14]2[CH:19]=[CH:18][CH:17]=[CH:16][CH:15]=2)[C@@H:11]([CH3:20])[NH:10][C:9]1=[N:24][NH2:25])([CH3:4])([CH3:3])[CH3:2]. The catalyst class is: 5.